Dataset: Forward reaction prediction with 1.9M reactions from USPTO patents (1976-2016). Task: Predict the product of the given reaction. (1) Given the reactants [Cl:1][C:2]1[C:3]2C=CN[C:4]=2[N:5]=[CH:6][N:7]=1.[OH-].[K+].[I:13]I.CI.S([O-])([O-])(=O)=S.[Na+].[Na+].[CH3:24][N:25]([CH:27]=O)[CH3:26], predict the reaction product. The product is: [Cl:1][C:2]1[C:3]2[C:4]([I:13])=[CH:27][N:25]([CH3:26])[C:24]=2[N:5]=[CH:6][N:7]=1. (2) Given the reactants [C:1]([C:5]1[CH:6]=[CH:7][C:8]2[O:12][C:11]([C:13]3[CH:14]=[C:15]([NH2:28])[CH:16]=[C:17]([CH2:19][O:20][C:21]4[CH:26]=[CH:25][CH:24]=[CH:23][C:22]=4[Cl:27])[CH:18]=3)=[N:10][C:9]=2[CH:29]=1)([CH3:4])([CH3:3])[CH3:2].[F:30][C:31]([F:42])([F:41])[C:32]1[CH:40]=[CH:39][CH:38]=[CH:37][C:33]=1[C:34](Cl)=[O:35], predict the reaction product. The product is: [C:1]([C:5]1[CH:6]=[CH:7][C:8]2[O:12][C:11]([C:13]3[CH:14]=[C:15]([NH:28][C:34](=[O:35])[C:33]4[CH:37]=[CH:38][CH:39]=[CH:40][C:32]=4[C:31]([F:30])([F:41])[F:42])[CH:16]=[C:17]([CH2:19][O:20][C:21]4[CH:26]=[CH:25][CH:24]=[CH:23][C:22]=4[Cl:27])[CH:18]=3)=[N:10][C:9]=2[CH:29]=1)([CH3:4])([CH3:2])[CH3:3]. (3) The product is: [CH3:35][C:36]1([CH3:72])[O:37][CH2:38][C:39]([CH2:53][O:54][Si:55]([C:68]([CH3:71])([CH3:70])[CH3:69])([C:62]2[CH:63]=[CH:64][CH:65]=[CH:66][CH:67]=2)[C:56]2[CH:57]=[CH:58][CH:59]=[CH:60][CH:61]=2)([CH2:42][N:5]2[CH:6]=[N:7][C:8]3[C:4]2=[N:3][CH:2]=[N:1][C:9]=3[NH2:10])[CH2:40][O:41]1. Given the reactants [N:1]1[C:9]([NH2:10])=[C:8]2[C:4]([N:5]=[CH:6][NH:7]2)=[N:3][CH:2]=1.C(=O)([O-])[O-].[K+].[K+].C1OCCOCCOCCOCCOCCOC1.[CH3:35][C:36]1([CH3:72])[O:41][CH2:40][C:39]([CH2:53][O:54][Si:55]([C:68]([CH3:71])([CH3:70])[CH3:69])([C:62]2[CH:67]=[CH:66][CH:65]=[CH:64][CH:63]=2)[C:56]2[CH:61]=[CH:60][CH:59]=[CH:58][CH:57]=2)([CH2:42]S(C2C(C)=CC=CC=2)(=O)=O)[CH2:38][O:37]1, predict the reaction product.